Dataset: Catalyst prediction with 721,799 reactions and 888 catalyst types from USPTO. Task: Predict which catalyst facilitates the given reaction. (1) Product: [CH3:16][C:15]([CH3:18])([CH3:17])[C:14](=[O:19])[CH2:13][O:1][C:2]1[CH:9]=[C:8]([O:10][CH3:11])[CH:7]=[CH:6][C:3]=1[C:4]#[N:5]. Reactant: [OH:1][C:2]1[CH:9]=[C:8]([O:10][CH3:11])[CH:7]=[CH:6][C:3]=1[C:4]#[N:5].Br[CH2:13][C:14](=[O:19])[C:15]([CH3:18])([CH3:17])[CH3:16].C([O-])([O-])=O.[K+].[K+]. The catalyst class is: 21. (2) Reactant: C(OC([N:8]1[C:16]2[C:11](=[CH:12][CH:13]=[CH:14][CH:15]=2)[CH:10]=[C:9]1[C:17]1[N:22]=[C:21]([NH:23][C:24]2[CH:32]=[CH:31][C:27]([C:28](O)=[O:29])=[CH:26][C:25]=2[O:33][CH3:34])[CH:20]=[N:19][CH:18]=1)=O)(C)(C)C.[NH2:35][C@H:36]1[CH2:40][CH2:39][N:38](C(OC(C)(C)C)=O)[CH2:37]1.CN(C(ON1N=NC2C=CC=CC1=2)=[N+](C)C)C.[B-](F)(F)(F)F.[ClH:70].CCOCC. Product: [ClH:70].[ClH:70].[NH:8]1[C:16]2[C:11](=[CH:12][CH:13]=[CH:14][CH:15]=2)[CH:10]=[C:9]1[C:17]1[N:22]=[C:21]([NH:23][C:24]2[CH:32]=[CH:31][C:27]([C:28]([NH:35][C@H:36]3[CH2:40][CH2:39][NH:38][CH2:37]3)=[O:29])=[CH:26][C:25]=2[O:33][CH3:34])[CH:20]=[N:19][CH:18]=1. The catalyst class is: 121. (3) Reactant: Cl[CH2:2][C:3]1[N:4]=[C:5]([C:8]2[CH:13]=[CH:12][C:11]([NH:14][S:15]([C:18]3[S:22][C:21]4[CH:23]=[CH:24][C:25]([F:27])=[CH:26][C:20]=4[C:19]=3[CH3:28])(=[O:17])=[O:16])=[C:10]([S:29]([CH3:32])(=[O:31])=[O:30])[CH:9]=2)[S:6][CH:7]=1.[I-].[Na+]. Product: [F:27][C:25]1[CH:24]=[CH:23][C:21]2[S:22][C:18]([S:15]([NH:14][C:11]3[CH:12]=[CH:13][C:8]([C:5]4[S:6][CH:7]=[C:3]([CH3:2])[N:4]=4)=[CH:9][C:10]=3[S:29]([CH3:32])(=[O:31])=[O:30])(=[O:16])=[O:17])=[C:19]([CH3:28])[C:20]=2[CH:26]=1. The catalyst class is: 21. (4) Reactant: [CH3:1][C:2]1[N:3]([CH2:36][C:37]([F:40])([F:39])[F:38])[C:4](=[O:35])[C:5]2[C:10]([C:11]3[CH:16]=[CH:15][CH:14]=[CH:13][CH:12]=3)=[C:9]([C:17]3[CH:22]=[CH:21][C:20]([C:23]4([NH:27]C(=O)OC(C)(C)C)[CH2:26][CH2:25][CH2:24]4)=[CH:19][CH:18]=3)[O:8][C:6]=2[N:7]=1. The catalyst class is: 2. Product: [NH2:27][C:23]1([C:20]2[CH:19]=[CH:18][C:17]([C:9]3[O:8][C:6]4[N:7]=[C:2]([CH3:1])[N:3]([CH2:36][C:37]([F:39])([F:40])[F:38])[C:4](=[O:35])[C:5]=4[C:10]=3[C:11]3[CH:12]=[CH:13][CH:14]=[CH:15][CH:16]=3)=[CH:22][CH:21]=2)[CH2:24][CH2:25][CH2:26]1. (5) Reactant: [CH3:1][NH:2][CH:3]([CH2:5]/[CH:6]=[CH:7]/[C:8]1[CH:9]=[N:10][CH:11]=[C:12]([O:14][CH2:15][CH3:16])[CH:13]=1)[CH3:4].[O:17]=[C:18]([OH:30])[C@@H:19]([C@H:21]([C@H:23]([C@@H:25]([C:27]([OH:29])=[O:28])[OH:26])[OH:24])[OH:22])[OH:20].O. Product: [O:17]=[C:18]([OH:30])[C@@H:19]([C@H:21]([C@H:23]([C@@H:25]([C:27]([OH:29])=[O:28])[OH:26])[OH:24])[OH:22])[OH:20].[CH3:1][NH:2][CH:3]([CH2:5]/[CH:6]=[CH:7]/[C:8]1[CH:9]=[N:10][CH:11]=[C:12]([O:14][CH2:15][CH3:16])[CH:13]=1)[CH3:4].[CH3:1][NH:2][CH:3]([CH2:5]/[CH:6]=[CH:7]/[C:8]1[CH:9]=[N:10][CH:11]=[C:12]([O:14][CH2:15][CH3:16])[CH:13]=1)[CH3:4]. The catalyst class is: 8.